Dataset: Full USPTO retrosynthesis dataset with 1.9M reactions from patents (1976-2016). Task: Predict the reactants needed to synthesize the given product. (1) The reactants are: [CH3:1][O:2][C:3]1[CH:8]=[CH:7][CH:6]=[CH:5][C:4]=1[C:9]1[C:14]([N+:15]([O-])=O)=[CH:13][C:12]([C:18]2[CH:23]=[CH:22][CH:21]=[CH:20][C:19]=2[O:24][CH3:25])=[CH:11][N:10]=1.O.O.[Sn](Cl)Cl. Given the product [CH3:1][O:2][C:3]1[CH:8]=[CH:7][CH:6]=[CH:5][C:4]=1[C:9]1[C:14]([NH2:15])=[CH:13][C:12]([C:18]2[CH:23]=[CH:22][CH:21]=[CH:20][C:19]=2[O:24][CH3:25])=[CH:11][N:10]=1, predict the reactants needed to synthesize it. (2) The reactants are: [CH2:1]([N:8]1[CH2:13][CH2:12][C@@H:11]([CH3:14])[C@@H:10]([N:15]2[C:19]3=[C:20]4[CH:26]=[CH:25][N:24]([CH2:27][O:28][CH2:29][CH2:30][Si:31]([CH3:34])([CH3:33])[CH3:32])[C:21]4=[N:22][CH:23]=[C:18]3[CH:17]=[CH:16]2)[CH2:9]1)[C:2]1[CH:7]=[CH:6][CH:5]=[CH:4][CH:3]=1.[I-].[CH2:36]=[N+:37]=[CH2:38].[C:39](=O)([O-])O.[Na+]. Given the product [CH2:1]([N:8]1[CH2:13][CH2:12][C@@H:11]([CH3:14])[C@@H:10]([N:15]2[C:19]3=[C:20]4[C:26]([CH2:36][N:37]([CH3:39])[CH3:38])=[CH:25][N:24]([CH2:27][O:28][CH2:29][CH2:30][Si:31]([CH3:33])([CH3:32])[CH3:34])[C:21]4=[N:22][CH:23]=[C:18]3[CH:17]=[CH:16]2)[CH2:9]1)[C:2]1[CH:3]=[CH:4][CH:5]=[CH:6][CH:7]=1, predict the reactants needed to synthesize it. (3) Given the product [C:2]([C@@:4]1([CH:27]2[CH2:29][CH2:28]2)[CH2:8][CH2:7][N:6]([C:9]2[CH:14]=[CH:13][N:12]=[C:11]([NH:15][C:16]3[CH:21]=[C:20]([CH2:22][C:23]([NH2:32])=[O:25])[CH:19]=[CH:18][N:17]=3)[CH:10]=2)[C:5]1=[O:26])#[N:3], predict the reactants needed to synthesize it. The reactants are: Cl.[C:2]([C@@:4]1([CH:27]2[CH2:29][CH2:28]2)[CH2:8][CH2:7][N:6]([C:9]2[CH:14]=[CH:13][N:12]=[C:11]([NH:15][C:16]3[CH:21]=[C:20]([CH2:22][C:23]([OH:25])=O)[CH:19]=[CH:18][N:17]=3)[CH:10]=2)[C:5]1=[O:26])#[N:3].C([N:32]=C=NCCCN(C)C)C.[NH4+].ON1C2C=CC=CC=2N=N1.C(=O)(O)[O-].[Na+]. (4) Given the product [Br:2][CH2:6][C:7]1[CH:12]=[CH:11][C:10]([CH2:13][C:14]#[N:15])=[CH:9][CH:8]=1, predict the reactants needed to synthesize it. The reactants are: P(Br)(Br)[Br:2].O[CH2:6][C:7]1[CH:12]=[CH:11][C:10]([CH2:13][C:14]#[N:15])=[CH:9][CH:8]=1.O. (5) Given the product [CH:1]1([S:4]([NH:7][C:8]([C@@:10]23[CH2:12][C@H:11]2[CH:13]=[CH:14][CH2:30][CH2:29][CH:28]([CH3:33])[CH2:27][C@@H:26]([CH2:34][O:35][CH3:36])[C@H:25]([NH:37][C:38](=[O:44])[O:39][C:40]([CH3:41])([CH3:42])[CH3:43])[C:24](=[O:45])[N:19]2[CH2:20][C@H:21]([OH:23])[CH2:22][C@H:18]2[C:16](=[O:17])[NH:15]3)=[O:9])(=[O:5])=[O:6])[CH2:3][CH2:2]1, predict the reactants needed to synthesize it. The reactants are: [CH:1]1([S:4]([NH:7][C:8]([C@@:10]2([NH:15][C:16]([C@@H:18]3[CH2:22][C@@H:21]([OH:23])[CH2:20][N:19]3[C:24](=[O:45])[C@@H:25]([NH:37][C:38](=[O:44])[O:39][C:40]([CH3:43])([CH3:42])[CH3:41])[C@H:26]([CH2:34][O:35][CH3:36])[CH2:27][CH:28]([CH3:33])[CH2:29][CH2:30]C=C)=[O:17])[CH2:12][C@H:11]2[CH:13]=[CH2:14])=[O:9])(=[O:6])=[O:5])[CH2:3][CH2:2]1. (6) Given the product [Cl:12][C:13]1[CH:14]=[C:15]([C:19]2[O:9][N:8]=[C:7]([C:6]3[CH:5]=[N:4][CH:3]=[C:2]([Cl:1])[CH:11]=3)[CH:20]=2)[CH:16]=[CH:17][CH:18]=1, predict the reactants needed to synthesize it. The reactants are: [Cl:1][C:2]1[CH:3]=[N:4][CH:5]=[C:6]([CH:11]=1)[C:7](Cl)=[N:8][OH:9].[Cl:12][C:13]1[CH:18]=[CH:17][CH:16]=[C:15]([C:19]#[CH:20])[CH:14]=1.N. (7) Given the product [ClH:1].[NH:27]1[C:28]2[C:24](=[CH:23][CH:22]=[C:21]([NH:20][C:2]3[C:7]([C:8]([NH:10][C:11]4[CH:16]=[CH:15][C:14]([CH:17]([CH3:19])[CH3:18])=[CH:13][CH:12]=4)=[O:9])=[CH:6][CH:5]=[CH:4][N:3]=3)[CH:29]=2)[CH:25]=[N:26]1, predict the reactants needed to synthesize it. The reactants are: [Cl:1][C:2]1[C:7]([C:8]([NH:10][C:11]2[CH:16]=[CH:15][C:14]([CH:17]([CH3:19])[CH3:18])=[CH:13][CH:12]=2)=[O:9])=[CH:6][CH:5]=[CH:4][N:3]=1.[NH2:20][C:21]1[CH:29]=[C:28]2[C:24]([CH:25]=[N:26][NH:27]2)=[CH:23][CH:22]=1. (8) Given the product [O:32]=[S:8]1(=[O:7])[C:13]2[CH:14]=[C:15]([O:18][C:19]3[CH:20]=[C:21]([C:25](=[N:27][O:28][C:2]([O:4][CH2:5][CH3:6])=[O:3])[NH2:26])[CH:22]=[CH:23][CH:24]=3)[CH:16]=[CH:17][C:12]=2[N:11]2[CH2:29][CH2:30][CH2:31][C:10]2=[N:9]1, predict the reactants needed to synthesize it. The reactants are: Cl[C:2]([O:4][CH2:5][CH3:6])=[O:3].[O:7]=[S:8]1(=[O:32])[C:13]2[CH:14]=[C:15]([O:18][C:19]3[CH:20]=[C:21]([C:25](=[N:27][OH:28])[NH2:26])[CH:22]=[CH:23][CH:24]=3)[CH:16]=[CH:17][C:12]=2[N:11]2[CH2:29][CH2:30][CH2:31][C:10]2=[N:9]1.N1C=CC=CC=1. (9) Given the product [CH3:56][O:55][C:53](=[O:54])[NH:52][CH:45]([C:44]([N:40]1[CH2:41][CH2:42][CH2:43][CH:39]1[C:36]1[NH:35][C:34]([C:29]2[CH:28]=[CH:27][C:26]3[C:31](=[CH:32][CH:33]=[C:24]([C:21]4[CH:20]=[CH:19][C:18]([C:15]5[NH:14][C:13]([CH:9]6[CH2:10][CH2:11][CH2:12][N:8]6[C:6](=[O:7])[CH:5]([NH:4][C:3]([O:2][CH3:1])=[O:64])[C:58]6[CH:63]=[CH:62][CH:61]=[CH:60][CH:59]=6)=[N:17][CH:16]=5)=[CH:23][CH:22]=4)[CH:25]=3)[CH:30]=2)=[CH:38][N:37]=1)=[O:57])[CH:46]([CH2:51][CH3:50])[CH2:47][CH3:48], predict the reactants needed to synthesize it. The reactants are: [CH3:1][O:2][C:3](=[O:64])[NH:4][CH:5]([C:58]1[CH:63]=[CH:62][CH:61]=[CH:60][CH:59]=1)[C:6]([N:8]1[CH2:12][CH2:11][CH2:10][CH:9]1[C:13]1[NH:14][C:15]([C:18]2[CH:23]=[CH:22][C:21]([C:24]3[CH:33]=[CH:32][C:31]4[C:26](=[CH:27][CH:28]=[C:29]([C:34]5[NH:35][C:36]([CH:39]6[CH2:43][CH2:42][CH2:41][N:40]6[C:44](=[O:57])[CH:45]([NH:52][C:53]([O:55][CH3:56])=[O:54])[CH:46]6[CH2:51][CH2:50]O[CH2:48][CH2:47]6)=[N:37][CH:38]=5)[CH:30]=4)[CH:25]=3)=[CH:20][CH:19]=2)=[CH:16][N:17]=1)=[O:7].C(C(CC)C(NC(OC)=O)C(O)=O)C.